This data is from Experimentally validated miRNA-target interactions with 360,000+ pairs, plus equal number of negative samples. The task is: Binary Classification. Given a miRNA mature sequence and a target amino acid sequence, predict their likelihood of interaction. (1) The miRNA is hsa-miR-3662 with sequence GAAAAUGAUGAGUAGUGACUGAUG. The protein sequence of the target gene is MQKSTNSDTSVETLNSTRQGTGAVQMRIKNANSHHDRLSQSKSMILTDVGKVTEPISRHRRNHSQHILKDVIPPLEQLMVEKEGYLQKAKIADGGKKLRKNWSTSWIVLSSRRIEFYKESKQQALSNMKTGHKPESVDLCGAHIEWAKEKSSRKNVFQITTVSGNEFLLQSDIDFIILDWFHAIKNAIDRLPKDSSCPSRNLELFKIQRSSSTELLSHYDSDIKEQKPEHRKSLMFRLHHSASDTSDKNRVKSRLKKFITRRPSLKTLQEKGLIKDQIFGSHLHKVCERENSTVPWFVKQ.... Result: 1 (interaction). (2) The miRNA is hsa-miR-27a-3p with sequence UUCACAGUGGCUAAGUUCCGC. The protein sequence of the target gene is MYEGKHIHFSEVDNKPLCSYSPKLCKQRRLNGYAFCIRHVLEDKTAPFKQCEYVAKYNSQRCTNPIPKSEDRRYCNSHLQVLGFIPKKERKKKNDPIDEVKVRHQMDTMAFSLTVPTLALKMPNGLDGMSLSPPGARVPLHYLETELEDPFAFNEEDDDLKKGATVRKKLQSKLAQNRQRQRETEILKVRQEHFSPPPAPSQQQPPQQHSHLSPLSTSLKPPAPPQGSVCKSPQPQNTSLPMQGVAPTTHTIAQARQLSHKRPLPLLPSSRAPTVDPPRTDRILMKATAFSPHFSCISRL.... Result: 1 (interaction). (3) The miRNA is mmu-miR-1946a with sequence AGCCGGGCAGUGGUGGCACACACUUUU. The protein sequence of the target gene is MATRRALHFVFKVKNRFQTVHFFRDVLGMQVLRHEEFEEGCKAACNGPYDGKWSKTMVGFGPEDDHFVAELTYNYGIGDYKLGNDFMGITLASSQAVSNARKLEWPLSKVAEGIFETEAPGGYKFYLQDRSPSQSDPVLKVTLAVSDLQKSLNYWSNLLGMKIYEQDEEKQRALLGYADNQCKLELQGIQGAVDHAAAFGRIAFSCPQKELPDLEDLMKRESHSILTPLVSLDTPGKATVQVVILADPDGHEICFVGDEAFRELSKMDPKGSKLLDDAMEADKSDEWFATRNKPKASG. Result: 0 (no interaction). (4) The miRNA is hsa-miR-205-3p with sequence GAUUUCAGUGGAGUGAAGUUC. The protein sequence of the target gene is MGSTLGCHRSIPRDPSDLSHNRKFSAACNFSNILVNQERLNINTATEEELMTLPGVTRAVARSIVEYREYIGGFKKVEDLALVSGVGATKLEQVKFEICVSSKGNSAQHSPSSLRRDLLAEQQPHHLTTTVPLTPRVNINTATLAQLMSVRGLSEKMALSIVDYRREHGPFRSVEDLVRMDGINAAFLDRIRHQVFAERSRPPSTHTNGGLTFTAKPHPSPTSLSLQSEDLDLPPGGPTQIISMRPSVEAFGGMRDGRPVFRLATWNLQGCSVEKANNPGVREVVCMTLLENSIKLLAVQ.... Result: 0 (no interaction). (5) The miRNA is mmu-miR-181a-5p with sequence AACAUUCAACGCUGUCGGUGAGU. The protein sequence of the target gene is MDETSPLVSPERAQPPEYTFPSGSGAHFPQVPGGAVRVAAAAGSGPSPPCSPGHDRERQPLLDRARGAAAQGQTHTVAVQAQALAAQAAVAAHAVQTHRERNDFPEDPEFEVVVRQAEVAIECSIYPERIYQGSSGSYFVKDSQGRIVAVFKPKNEEPYGHLNPKWTKWLQKLCCPCCFGRDCLVLNQGYLSEAGASLVDQKLELNIVPRTKVVYLASETFNYSAIDRVKSRGKRLALEKVPKVGQRFNRIGLPPKVGSFQLFVEGYKDADYWLRRFEAEPLPENTNRQLLLQFERLVVL.... Result: 1 (interaction). (6) The miRNA is hsa-miR-29b-1-5p with sequence GCUGGUUUCAUAUGGUGGUUUAGA. The protein sequence of the target gene is MALRPGAGSGGGGAAGAGAGSAGGGGFMFPVAGGIRPPQAGLMPMQQQGFPMVSVMQPNMQGIMGMNYSSQMSQGPIAMQAGIPMGPMPAAGMPYLGQAPFLGMRPPGPQYTPDMQKQFAEEQQKRFEQQQKLLEEERKRRQFEEQKQKLRLLSSVKPKTGEKSRDDALEAIKGNLDGFSRDAKMHPTPASHPKKPGPSLEEKFLVSCDISTSGQEQIKLNTSEVGHKALGPGSSKKYPSLMASNGVAVDGCVSGTTTAEAENTSDQNLSIEESGVGVFPSQDPAQPRMPPWIYNESLVP.... Result: 1 (interaction).